From a dataset of Forward reaction prediction with 1.9M reactions from USPTO patents (1976-2016). Predict the product of the given reaction. (1) Given the reactants [CH2:1]([CH:8]1[CH2:13][CH2:12][N:11]([CH2:14][C@H:15]2[CH2:19][CH2:18][C@@H:17]([NH:20][C:21]([C@:23]34[CH2:49][CH2:48][C@@H:47]([C:50]([CH3:52])=[CH2:51])[C@@H:24]3[C@@H:25]3[C@@:38]([CH3:41])([CH2:39][CH2:40]4)[C@@:37]4([CH3:42])[C@@H:28]([C@:29]5([CH3:46])[C@@H:34]([CH2:35][CH2:36]4)[C:33]([CH3:44])([CH3:43])[C@@H:32]([OH:45])[CH2:31][CH2:30]5)[CH2:27][CH2:26]3)=[O:22])[CH2:16]2)[CH2:10][CH2:9]1)[C:2]1[CH:7]=[CH:6][CH:5]=[CH:4][CH:3]=1.CC1C=CN=C(N)C=1C.[CH3:62][C:63]1([CH3:71])[CH2:68][C:67](=[O:69])[O:66][C:65](=[O:70])[CH2:64]1, predict the reaction product. The product is: [CH2:1]([CH:8]1[CH2:13][CH2:12][N:11]([CH2:14][C@H:15]2[CH2:19][CH2:18][C@@H:17]([NH:20][C:21]([C@:23]34[CH2:49][CH2:48][C@@H:47]([C:50]([CH3:52])=[CH2:51])[C@@H:24]3[C@@H:25]3[C@@:38]([CH3:41])([CH2:39][CH2:40]4)[C@@:37]4([CH3:42])[C@@H:28]([C@:29]5([CH3:46])[C@@H:34]([CH2:35][CH2:36]4)[C:33]([CH3:44])([CH3:43])[C@@H:32]([O:45][C:67](=[O:69])[CH2:68][C:63]([CH3:71])([CH3:62])[CH2:64][C:65]([OH:70])=[O:66])[CH2:31][CH2:30]5)[CH2:27][CH2:26]3)=[O:22])[CH2:16]2)[CH2:10][CH2:9]1)[C:2]1[CH:7]=[CH:6][CH:5]=[CH:4][CH:3]=1. (2) Given the reactants C(OC(=O)/C=C/[C:9]1[CH:10]=[C:11]2[C:16](=[CH:17][CH:18]=1)[N:15]=[CH:14][N:13]([C:19]1[CH:20]=[C:21]([CH:26]=[CH:27][C:28]=1[CH3:29])[C:22]([O:24][CH3:25])=[O:23])[C:12]2=[O:30])(C)(C)C.I([O-])(=O)(=O)=O.[Na+].C1C[O:41][CH2:40]C1, predict the reaction product. The product is: [CH:40]([C:9]1[CH:10]=[C:11]2[C:16](=[CH:17][CH:18]=1)[N:15]=[CH:14][N:13]([C:19]1[CH:20]=[C:21]([CH:26]=[CH:27][C:28]=1[CH3:29])[C:22]([O:24][CH3:25])=[O:23])[C:12]2=[O:30])=[O:41]. (3) The product is: [NH2:7][C:8]([CH3:38])([CH2:35][CH2:36][CH3:37])[CH2:9][NH:10][C:11]([C:13]1[C:14]([CH3:34])=[N:15][N:16]2[C:21]([O:22][CH2:23][C:24]3[C:29]([F:30])=[CH:28][CH:27]=[CH:26][C:25]=3[F:31])=[CH:20][C:19]([CH2:32][CH3:33])=[CH:18][C:17]=12)=[O:12]. Given the reactants C(OC(=O)[NH:7][C:8]([CH3:38])([CH2:35][CH2:36][CH3:37])[CH2:9][NH:10][C:11]([C:13]1[C:14]([CH3:34])=[N:15][N:16]2[C:21]([O:22][CH2:23][C:24]3[C:29]([F:30])=[CH:28][CH:27]=[CH:26][C:25]=3[F:31])=[CH:20][C:19]([CH2:32][CH3:33])=[CH:18][C:17]=12)=[O:12])(C)(C)C.FC(F)(F)C(O)=O, predict the reaction product. (4) Given the reactants C[O:2][C:3]([C:5]1[N:6]=[CH:7][O:8][C:9]=1[C:10]1[CH:15]=[CH:14][CH:13]=[C:12]([N:16]([CH3:18])[CH3:17])[CH:11]=1)=[O:4].COC(C1N=C(N(C)C)SC=1C1C=CC=C(OC)C=1)=O, predict the reaction product. The product is: [CH3:17][N:16]([CH3:18])[C:12]1[CH:11]=[C:10]([C:9]2[O:8][CH:7]=[N:6][C:5]=2[C:3]([OH:4])=[O:2])[CH:15]=[CH:14][CH:13]=1. (5) Given the reactants C(OC([N:8]1[C:17]2[C:12](=[CH:13][C:14]([C:18]3[CH:19]=[N:20][CH:21]=[C:22]([CH2:24][N:25]([CH3:34])[C:26]([CH:28]4[CH2:33][CH2:32][O:31][CH2:30][CH2:29]4)=[O:27])[CH:23]=3)=[CH:15][N:16]=2)[CH2:11][CH2:10][CH2:9]1)=O)(C)(C)C.FC(F)(F)C(O)=O, predict the reaction product. The product is: [CH3:34][N:25]([CH2:24][C:22]1[CH:21]=[N:20][CH:19]=[C:18]([C:14]2[CH:15]=[N:16][C:17]3[NH:8][CH2:9][CH2:10][CH2:11][C:12]=3[CH:13]=2)[CH:23]=1)[C:26]([CH:28]1[CH2:33][CH2:32][O:31][CH2:30][CH2:29]1)=[O:27]. (6) Given the reactants [Br:1][C:2]1[CH:3]=[C:4](/[C:10](=[N:12]/[S:13]([C:15]([CH3:18])([CH3:17])[CH3:16])=[O:14])/[CH3:11])[CH:5]=[CH:6][C:7]=1[C:8]#[N:9].CCC(C)[BH-](C(C)CC)C(C)CC.[Li+], predict the reaction product. The product is: [Br:1][C:2]1[CH:3]=[C:4]([C@H:10]([NH:12][S:13]([C:15]([CH3:16])([CH3:18])[CH3:17])=[O:14])[CH3:11])[CH:5]=[CH:6][C:7]=1[C:8]#[N:9]. (7) Given the reactants [Br:1][C:2]1[CH:32]=[CH:31][C:30]([O:33][CH3:34])=[CH:29][C:3]=1[CH2:4][CH:5]1[CH2:10][CH2:9][N:8]([CH2:11][CH:12]2[CH2:21][C:20]3[C:15](=[CH:16][CH:17]=[CH:18][CH:19]=3)[N:14](C(OC(C)(C)C)=O)[CH2:13]2)[CH2:7][CH2:6]1.[ClH:35].O1CCOCC1, predict the reaction product. The product is: [ClH:35].[ClH:35].[Br:1][C:2]1[CH:32]=[CH:31][C:30]([O:33][CH3:34])=[CH:29][C:3]=1[CH2:4][CH:5]1[CH2:6][CH2:7][N:8]([CH2:11][CH:12]2[CH2:21][C:20]3[C:15](=[CH:16][CH:17]=[CH:18][CH:19]=3)[NH:14][CH2:13]2)[CH2:9][CH2:10]1.